This data is from Full USPTO retrosynthesis dataset with 1.9M reactions from patents (1976-2016). The task is: Predict the reactants needed to synthesize the given product. (1) Given the product [CH3:29][C:30]1[CH:34]=[CH:33][N:32]2[C:31]=1[C:48](=[O:56])[N:49]([C:50]1[CH:55]=[CH:54][CH:53]=[CH:52][CH:51]=1)[C:36]([C@@H:37]([NH:39][C:40](=[O:46])[O:41][C:42]([CH3:45])([CH3:44])[CH3:43])[CH3:38])=[N:35]2, predict the reactants needed to synthesize it. The reactants are: C1(P(C2C=CC=CC=2)C2C=CC=CC=2)C=CC=CC=1.BrBr.C(N(CC)CC)C.[CH3:29][C:30]1[CH:34]=[CH:33][N:32]([NH:35][C:36](=O)[C@@H:37]([NH:39][C:40](=[O:46])[O:41][C:42]([CH3:45])([CH3:44])[CH3:43])[CH3:38])[C:31]=1[C:48](=[O:56])[NH:49][C:50]1[CH:55]=[CH:54][CH:53]=[CH:52][CH:51]=1.N. (2) Given the product [NH:6]1[CH:5]=[C:4]([CH2:3][CH2:2][N:1]2[C:13](=[O:14])[CH2:12][NH:9][C:10]2=[S:11])[N:8]=[CH:7]1, predict the reactants needed to synthesize it. The reactants are: [NH2:1][CH2:2][CH2:3][C:4]1[N:8]=[CH:7][NH:6][CH:5]=1.[N:9]([CH2:12][C:13](OCC)=[O:14])=[C:10]=[S:11]. (3) Given the product [C:16]([CH2:18][C:19]([N:7]([CH2:6][CH2:5][C:4]([O:3][CH2:1][CH3:2])=[O:26])[C:8]1[CH:9]=[CH:10][C:11]([I:14])=[CH:12][CH:13]=1)=[O:20])#[N:17], predict the reactants needed to synthesize it. The reactants are: [CH2:1]([O:3][C:4](=C)[CH2:5][CH2:6][NH:7][C:8]1[CH:13]=[CH:12][C:11]([I:14])=[CH:10][CH:9]=1)[CH3:2].[C:16]([CH2:18][C:19](O)=[O:20])#[N:17].CN(C=[O:26])C. (4) Given the product [Cl:24][C:21]1[CH:20]=[CH:19][C:18]([C:12]2[C:11]3[CH2:10][CH2:9][NH:8][CH2:17][CH2:16][C:15]=3[N:14]([CH2:25][C:26]3[CH:33]=[CH:32][CH:31]=[C:28]([CH3:29])[CH:27]=3)[N:13]=2)=[CH:23][CH:22]=1, predict the reactants needed to synthesize it. The reactants are: C(OC([N:8]1[CH2:17][CH2:16][C:15]2[NH:14][N:13]=[C:12]([C:18]3[CH:23]=[CH:22][C:21]([Cl:24])=[CH:20][CH:19]=3)[C:11]=2[CH2:10][CH2:9]1)=O)(C)(C)C.[CH3:25][C:26]1[CH:27]=[C:28]([CH:31]=[CH:32][CH:33]=1)[CH2:29]Cl. (5) Given the product [NH2:43][C:32]1[CH:31]=[C:30]([CH:3]([O:4][C:5]2[C:14]([NH:15][S:16]([CH2:19][CH2:20][CH3:21])(=[O:18])=[O:17])=[N:13][C:12]3[C:7]([N:6]=2)=[CH:8][CH:9]=[CH:10][CH:11]=3)[C:2]([F:38])([F:37])[F:1])[CH:35]=[CH:34][N:33]=1, predict the reactants needed to synthesize it. The reactants are: [F:1][C:2]([F:38])([F:37])[CH:3]([C:30]1[CH:35]=[CH:34][N+:33]([O-])=[CH:32][CH:31]=1)[O:4][C:5]1[C:14]([N:15](COCC[Si](C)(C)C)[S:16]([CH2:19][CH2:20][CH3:21])(=[O:18])=[O:17])=[N:13][C:12]2[C:7](=[CH:8][CH:9]=[CH:10][CH:11]=2)[N:6]=1.C([NH2:43])(C)(C)C.C1(C)C=CC(S(OS(C2C=CC(C)=CC=2)(=O)=O)(=O)=O)=CC=1.C(=O)(O)[O-].[Na+].